From a dataset of Forward reaction prediction with 1.9M reactions from USPTO patents (1976-2016). Predict the product of the given reaction. (1) Given the reactants [NH:1]1[C:9]2[C:4](=[CH:5][CH:6]=[CH:7][N:8]=2)[CH:3]=[CH:2]1.[N+:10]([O-])([OH:12])=[O:11].C(=O)(O)[O-].[Na+], predict the reaction product. The product is: [N+:10]([C:3]1[C:4]2[C:9](=[N:8][CH:7]=[CH:6][CH:5]=2)[NH:1][CH:2]=1)([O-:12])=[O:11]. (2) Given the reactants Br[C:2]1[CH:7]=[C:6]([O:8][C:9]2[CH:14]=[CH:13][CH:12]=[CH:11][CH:10]=2)[CH:5]=[CH:4][C:3]=1[CH:15]([OH:22])[CH2:16][N:17]1[CH:21]=[CH:20][N:19]=[N:18]1.[B:23](OC(C)C)(OC(C)C)[O:24]C(C)C.C1COCC1.[Li]CCCC, predict the reaction product. The product is: [O:8]([C:6]1[CH:5]=[CH:4][C:3]2[CH:15]([CH2:16][N:17]3[CH:21]=[CH:20][N:19]=[N:18]3)[O:22][B:23]([OH:24])[C:2]=2[CH:7]=1)[C:9]1[CH:14]=[CH:13][CH:12]=[CH:11][CH:10]=1. (3) Given the reactants [F:1][C:2]1[C:11]2[O:10][CH2:9][CH2:8][NH:7][C:6]=2[CH:5]=[CH:4][CH:3]=1.[Cl:12][C:13]1[CH:14]=[C:15]([NH:22][S:23]([C:26]2[CH:31]=[CH:30][C:29]([Cl:32])=[C:28]([C:33]([F:36])([F:35])[F:34])[CH:27]=2)(=[O:25])=[O:24])[C:16]([C:19](O)=[O:20])=[N:17][CH:18]=1.C(P1(=O)OP(CCC)(=O)OP(CCC)(=O)O1)CC, predict the reaction product. The product is: [Cl:32][C:29]1[CH:30]=[CH:31][C:26]([S:23]([NH:22][C:15]2[C:16]([C:19]([N:7]3[C:6]4[CH:5]=[CH:4][CH:3]=[C:2]([F:1])[C:11]=4[O:10][CH2:9][CH2:8]3)=[O:20])=[N:17][CH:18]=[C:13]([Cl:12])[CH:14]=2)(=[O:25])=[O:24])=[CH:27][C:28]=1[C:33]([F:34])([F:36])[F:35]. (4) Given the reactants [CH3:1][C@H:2]1[O:7][CH2:6][C@@H:5]([C:8]2[CH:13]=[CH:12][CH:11]=[CH:10][CH:9]=2)[N:4]([C:14]2[CH:15]=[CH:16][C:17]3[O:18][CH2:19][C:20](=O)[NH:21][C:22]=3[N:23]=2)[CH2:3]1.[H-].[Al+3].[Li+].[H-].[H-].[H-].O.[OH-].[Na+], predict the reaction product. The product is: [CH3:1][C@H:2]1[O:7][CH2:6][C@@H:5]([C:8]2[CH:13]=[CH:12][CH:11]=[CH:10][CH:9]=2)[N:4]([C:14]2[CH:15]=[CH:16][C:17]3[O:18][CH2:19][CH2:20][NH:21][C:22]=3[N:23]=2)[CH2:3]1. (5) Given the reactants [I:1]N1C(=O)CCC1=O.[O:9]=[C:10]1[C:15]([NH:16][C:17](=[O:26])[O:18][CH2:19][C:20]2[CH:25]=[CH:24][CH:23]=[CH:22][CH:21]=2)=[CH:14][CH:13]=[CH:12][NH:11]1, predict the reaction product. The product is: [I:1][C:13]1[CH:14]=[C:15]([NH:16][C:17](=[O:26])[O:18][CH2:19][C:20]2[CH:25]=[CH:24][CH:23]=[CH:22][CH:21]=2)[C:10](=[O:9])[NH:11][CH:12]=1.